This data is from NCI-60 drug combinations with 297,098 pairs across 59 cell lines. The task is: Regression. Given two drug SMILES strings and cell line genomic features, predict the synergy score measuring deviation from expected non-interaction effect. (1) Drug 1: CN(C)C1=NC(=NC(=N1)N(C)C)N(C)C. Drug 2: COC1=NC(=NC2=C1N=CN2C3C(C(C(O3)CO)O)O)N. Cell line: K-562. Synergy scores: CSS=-11.6, Synergy_ZIP=8.09, Synergy_Bliss=2.22, Synergy_Loewe=-9.07, Synergy_HSA=-7.88. (2) Drug 1: C1=CC(=CC=C1C#N)C(C2=CC=C(C=C2)C#N)N3C=NC=N3. Drug 2: CN(C(=O)NC(C=O)C(C(C(CO)O)O)O)N=O. Cell line: M14. Synergy scores: CSS=-12.4, Synergy_ZIP=11.5, Synergy_Bliss=8.79, Synergy_Loewe=-2.06, Synergy_HSA=-4.15. (3) Drug 1: C1CCN(CC1)CCOC2=CC=C(C=C2)C(=O)C3=C(SC4=C3C=CC(=C4)O)C5=CC=C(C=C5)O. Drug 2: C1C(C(OC1N2C=NC(=NC2=O)N)CO)O. Cell line: LOX IMVI. Synergy scores: CSS=12.9, Synergy_ZIP=-7.22, Synergy_Bliss=-7.11, Synergy_Loewe=-8.55, Synergy_HSA=-3.84. (4) Drug 1: C1=C(C(=O)NC(=O)N1)F. Drug 2: CC1=C2C(C(=O)C3(C(CC4C(C3C(C(C2(C)C)(CC1OC(=O)C(C(C5=CC=CC=C5)NC(=O)C6=CC=CC=C6)O)O)OC(=O)C7=CC=CC=C7)(CO4)OC(=O)C)O)C)OC(=O)C. Cell line: HCC-2998. Synergy scores: CSS=47.9, Synergy_ZIP=-15.1, Synergy_Bliss=-18.2, Synergy_Loewe=-8.89, Synergy_HSA=-8.65.